Predict the reaction yield, written as a fraction of the theoretical maximum amount of product (1.0 means a 100% yield; for example, 0.34 means a 34% yield). From a dataset of Reaction yield outcomes from USPTO patents with 853,638 reactions. (1) The reactants are C([Sn](CCCC)=O)CCC.[N:11]([Si](C)(C)C)=[N+:12]=[N-:13].[CH2:18]1[C:26]2[C:21](=[CH:22][CH:23]=[CH:24][CH:25]=2)[CH2:20][CH:19]1[NH:27][C:28]1[N:29]=[CH:30][C:31]2[CH2:36][N:35]([C:37](=[O:44])[CH2:38][CH2:39][CH2:40][CH2:41][C:42]#[N:43])[CH2:34][C:32]=2[N:33]=1. The catalyst is C1(C)C=CC=CC=1. The product is [CH2:18]1[C:26]2[C:21](=[CH:22][CH:23]=[CH:24][CH:25]=2)[CH2:20][CH:19]1[NH:27][C:28]1[N:29]=[CH:30][C:31]2[CH2:36][N:35]([C:37](=[O:44])[CH2:38][CH2:39][CH2:40][CH2:41][C:42]3[NH:43][N:13]=[N:12][N:11]=3)[CH2:34][C:32]=2[N:33]=1. The yield is 0.310. (2) The catalyst is C1COCC1. The product is [CH3:32][S:33]([N:36]1[CH2:40][C@H:39]([S:41][CH2:42][C:43]2[CH:48]=[CH:47][C:46]([O:49][CH3:50])=[CH:45][CH:44]=2)[CH2:38][C@H:37]1[CH2:51][O:52][C:26]1[CH:27]=[CH:28][CH:29]=[CH:30][CH:31]=1)(=[O:34])=[O:35]. The yield is 0.390. The reactants are CCOC(/N=N/C(OCC)=O)=O.[C:26]1(P([C:26]2[CH:31]=[CH:30][CH:29]=[CH:28][CH:27]=2)[C:26]2[CH:31]=[CH:30][CH:29]=[CH:28][CH:27]=2)[CH:31]=[CH:30][CH:29]=[CH:28][CH:27]=1.[CH3:32][S:33]([N:36]1[CH2:40][C@H:39]([S:41][CH2:42][C:43]2[CH:48]=[CH:47][C:46]([O:49][CH3:50])=[CH:45][CH:44]=2)[CH2:38][C@H:37]1[CH2:51][OH:52])(=[O:35])=[O:34].C1(O)C=CC=CC=1. (3) The reactants are [F:1][C:2]1[CH:7]=[CH:6][C:5]([F:8])=[CH:4][C:3]=1[CH:9]([S:30]([C:33]1[CH:38]=[CH:37][C:36]([F:39])=[CH:35][CH:34]=1)(=[O:32])=[O:31])[C:10]1[C:11]([CH3:29])=[CH:12][C:13]([C:16]([NH:18][CH2:19][CH2:20][NH:21][C:22](=[O:28])[O:23][C:24](C)(C)C)=[O:17])=[N:14][CH:15]=1.ClC(OC)=O.C(N(CC)CC)C. The catalyst is C(Cl)Cl.FC(F)(F)C(O)=O. The product is [F:1][C:2]1[CH:7]=[CH:6][C:5]([F:8])=[CH:4][C:3]=1[CH:9]([S:30]([C:33]1[CH:38]=[CH:37][C:36]([F:39])=[CH:35][CH:34]=1)(=[O:32])=[O:31])[C:10]1[C:11]([CH3:29])=[CH:12][C:13]([C:16]([NH:18][CH2:19][CH2:20][NH:21][C:22](=[O:28])[O:23][CH3:24])=[O:17])=[N:14][CH:15]=1. The yield is 0.850. (4) The reactants are [C:1]([O:5][C:6]([N:8]1[CH2:12][C@H:11]([OH:13])[CH2:10][C@H:9]1[C:14]([OH:16])=[O:15])=[O:7])([CH3:4])([CH3:3])[CH3:2].[N+](=[CH2:19])=[N-]. The catalyst is C1COCC1. The product is [OH:13][C@H:11]1[CH2:12][N:8]([C:6]([O:5][C:1]([CH3:4])([CH3:2])[CH3:3])=[O:7])[C@H:9]([C:14]([O:16][CH3:19])=[O:15])[CH2:10]1. The yield is 0.960. (5) The reactants are [NH2:1][C:2]1[CH:3]=[CH:4][C:5]([C:8]2[CH:9]=[C:10]3[C:15](=[CH:16][CH:17]=2)[C:14](=[O:18])[C:13]([CH2:20][C:21]([O:23][CH2:24][CH3:25])=[O:22])([CH3:19])[CH2:12][CH2:11]3)=[N:6][CH:7]=1.C(=O)([O-])[O-].[Cs+].[Cs+].Br[C:33]1[CH:34]=[CH:35][C:36]([C:39]([F:42])([F:41])[F:40])=[N:37][CH:38]=1. The catalyst is C1(C)C=CC=CC=1.C1C=CC(/C=C/C(/C=C/C2C=CC=CC=2)=O)=CC=1.C1C=CC(/C=C/C(/C=C/C2C=CC=CC=2)=O)=CC=1.C1C=CC(/C=C/C(/C=C/C2C=CC=CC=2)=O)=CC=1.[Pd].[Pd].C1C=CC(P(C2C(C3C(P(C4C=CC=CC=4)C4C=CC=CC=4)=CC=C4C=3C=CC=C4)=C3C(C=CC=C3)=CC=2)C2C=CC=CC=2)=CC=1. The product is [CH3:19][C:13]1([CH2:20][C:21]([O:23][CH2:24][CH3:25])=[O:22])[CH2:12][CH2:11][C:10]2[C:15](=[CH:16][CH:17]=[C:8]([C:5]3[CH:4]=[CH:3][C:2]([NH:1][C:33]4[CH:38]=[N:37][C:36]([C:39]([F:42])([F:41])[F:40])=[CH:35][CH:34]=4)=[CH:7][N:6]=3)[CH:9]=2)[C:14]1=[O:18]. The yield is 0.530. (6) The catalyst is ClCCCl. The product is [O:16]1[CH2:17][CH2:18][N:13]([CH:2]2[CH2:5][N:4]([C:6]([O:8][C:9]([CH3:12])([CH3:11])[CH3:10])=[O:7])[CH2:3]2)[CH2:14][CH2:15]1. The reactants are O=[C:2]1[CH2:5][N:4]([C:6]([O:8][C:9]([CH3:12])([CH3:11])[CH3:10])=[O:7])[CH2:3]1.[NH:13]1[CH2:18][CH2:17][O:16][CH2:15][CH2:14]1.[BH-](OC(C)=O)(OC(C)=O)OC(C)=O.[Na+].C([O-])([O-])=O.[Na+].[Na+]. The yield is 0.940. (7) The reactants are [N+:1]([C:4]1[S:8][C:7]([C:9]([OH:11])=O)=[CH:6][CH:5]=1)([O-:3])=[O:2].O=S(Cl)Cl.[NH2:16][C:17]1[CH:22]=[CH:21][N:20]=[CH:19][C:18]=1[OH:23].C([O-])([O-])=O.[Na+].[Na+]. The catalyst is N1C=CC=CC=1.O.CC(O)=O. The product is [OH:23][C:18]1[CH:19]=[N:20][CH:21]=[CH:22][C:17]=1[NH:16][C:9]([C:7]1[S:8][C:4]([N+:1]([O-:3])=[O:2])=[CH:5][CH:6]=1)=[O:11]. The yield is 0.780.